Dataset: Forward reaction prediction with 1.9M reactions from USPTO patents (1976-2016). Task: Predict the product of the given reaction. Given the reactants Cl.[C:2]([O:6][C:7](=[O:13])[C@H:8]([CH:10]([CH3:12])[CH3:11])[NH2:9])([CH3:5])([CH3:4])[CH3:3].C(N(CC)CC)C.Br[CH2:22][C:23]([O:25][CH2:26][CH3:27])=[O:24], predict the reaction product. The product is: [CH2:26]([O:25][C:23](=[O:24])[CH2:22][NH:9][C@@H:8]([CH:10]([CH3:11])[CH3:12])[C:7]([O:6][C:2]([CH3:5])([CH3:4])[CH3:3])=[O:13])[CH3:27].